This data is from Full USPTO retrosynthesis dataset with 1.9M reactions from patents (1976-2016). The task is: Predict the reactants needed to synthesize the given product. (1) The reactants are: [CH3:1][C:2]([CH3:30])([CH3:29])[CH2:3][NH:4][C:5]([C:7]1[CH:8]=[C:9]([C:26]([OH:28])=O)[C:10]([C:13]2[CH:18]=[C:17]([C:19]([NH:21][CH2:22][CH2:23][OH:24])=[O:20])[CH:16]=[CH:15][C:14]=2[CH3:25])=[CH:11][CH:12]=1)=[O:6].C[N:32](C(ON1N=NC2C=CC=CC1=2)=[N+](C)C)C.F[P-](F)(F)(F)(F)F.CCN(CC)CC.N. Given the product [CH3:30][C:2]([CH3:1])([CH3:29])[CH2:3][NH:4][C:5]([C:7]1[CH:8]=[C:9]([C:26]([NH2:32])=[O:28])[C:10]([C:13]2[C:14]([CH3:25])=[CH:15][CH:16]=[C:17]([C:19]([NH:21][CH2:22][CH2:23][OH:24])=[O:20])[CH:18]=2)=[CH:11][CH:12]=1)=[O:6], predict the reactants needed to synthesize it. (2) The reactants are: [CH2:1]([N:5]1[C:9]([CH2:10][CH2:11][S:12]([CH2:15][CH2:16][CH3:17])(=[O:14])=[O:13])=[CH:8][C:7]([C:18]([NH2:20])=O)=[N:6]1)[CH2:2][CH2:3][CH3:4].P(Cl)(Cl)(Cl)=O. Given the product [CH2:1]([N:5]1[C:9]([CH2:10][CH2:11][S:12]([CH2:15][CH2:16][CH3:17])(=[O:14])=[O:13])=[CH:8][C:7]([C:18]#[N:20])=[N:6]1)[CH2:2][CH2:3][CH3:4], predict the reactants needed to synthesize it.